The task is: Regression. Given two drug SMILES strings and cell line genomic features, predict the synergy score measuring deviation from expected non-interaction effect.. This data is from NCI-60 drug combinations with 297,098 pairs across 59 cell lines. (1) Drug 1: CCC1(CC2CC(C3=C(CCN(C2)C1)C4=CC=CC=C4N3)(C5=C(C=C6C(=C5)C78CCN9C7C(C=CC9)(C(C(C8N6C)(C(=O)OC)O)OC(=O)C)CC)OC)C(=O)OC)O.OS(=O)(=O)O. Drug 2: C1C(C(OC1N2C=NC3=C2NC=NCC3O)CO)O. Cell line: OVCAR-8. Synergy scores: CSS=0.230, Synergy_ZIP=2.24, Synergy_Bliss=3.24, Synergy_Loewe=0.898, Synergy_HSA=0.785. (2) Drug 1: C1=CC(=CC=C1CC(C(=O)O)N)N(CCCl)CCCl.Cl. Drug 2: C(=O)(N)NO. Cell line: OVCAR3. Synergy scores: CSS=13.9, Synergy_ZIP=-3.58, Synergy_Bliss=0.850, Synergy_Loewe=-11.8, Synergy_HSA=-2.00. (3) Drug 1: CN(C)C(=N)N=C(N)N. Drug 2: CC1CC(C(C(C=C(C(C(C=CC=C(C(=O)NC2=CC(=O)C(=C(C1)C2=O)OC)C)OC)OC(=O)N)C)C)O)OC. Cell line: OVCAR3. Synergy scores: CSS=26.4, Synergy_ZIP=5.43, Synergy_Bliss=4.08, Synergy_Loewe=-25.0, Synergy_HSA=0.334. (4) Drug 1: CN1C(=O)N2C=NC(=C2N=N1)C(=O)N. Drug 2: CC1=C(N=C(N=C1N)C(CC(=O)N)NCC(C(=O)N)N)C(=O)NC(C(C2=CN=CN2)OC3C(C(C(C(O3)CO)O)O)OC4C(C(C(C(O4)CO)O)OC(=O)N)O)C(=O)NC(C)C(C(C)C(=O)NC(C(C)O)C(=O)NCCC5=NC(=CS5)C6=NC(=CS6)C(=O)NCCC[S+](C)C)O. Cell line: PC-3. Synergy scores: CSS=8.39, Synergy_ZIP=-4.62, Synergy_Bliss=-1.97, Synergy_Loewe=-7.27, Synergy_HSA=-1.38.